This data is from Catalyst prediction with 721,799 reactions and 888 catalyst types from USPTO. The task is: Predict which catalyst facilitates the given reaction. Reactant: [Br:1][C:2]1[CH:7]=[C:6]([C:8]([F:11])([F:10])[F:9])[CH:5]=[CH:4][C:3]=1[CH2:12]Br.[Cl:14][C:15]1[CH:20]=[C:19]([NH2:21])[CH:18]=[CH:17][C:16]=1[C:22]1[CH:27]=[CH:26][C:25]([C:28]([F:31])([F:30])[F:29])=[CH:24][C:23]=1[CH3:32].C([O-])([O-])=O.[K+].[K+]. Product: [Br:1][C:2]1[CH:7]=[C:6]([C:8]([F:11])([F:10])[F:9])[CH:5]=[CH:4][C:3]=1[CH2:12][NH:21][C:19]1[CH:18]=[CH:17][C:16]([C:22]2[CH:27]=[CH:26][C:25]([C:28]([F:29])([F:30])[F:31])=[CH:24][C:23]=2[CH3:32])=[C:15]([Cl:14])[CH:20]=1. The catalyst class is: 31.